Dataset: Forward reaction prediction with 1.9M reactions from USPTO patents (1976-2016). Task: Predict the product of the given reaction. (1) Given the reactants [NH2:1][C:2]1[N:7]=[CH:6][N:5]=[C:4]([N:8]2[CH2:13][CH2:12][N:11](C(OC(C)(C)C)=O)[CH2:10][CH2:9]2)[CH:3]=1.[H-].[Na+].Cl[C:24]1[S:25][C:26]([C:29]#[N:30])=[CH:27][N:28]=1, predict the reaction product. The product is: [N:8]1([C:4]2[N:5]=[CH:6][N:7]=[C:2]([NH:1][C:24]3[S:25][C:26]([C:29]#[N:30])=[CH:27][N:28]=3)[CH:3]=2)[CH2:9][CH2:10][NH:11][CH2:12][CH2:13]1. (2) Given the reactants [Cl:1][C:2]1[CH:7]=[C:6]([Cl:8])[CH:5]=[CH:4][C:3]=1[C:9]1[N:10]([C:29]2[CH:34]=[CH:33][C:32]([OH:35])=[CH:31][CH:30]=2)[C:11]([CH3:28])=[C:12]([C:14]([NH:16][C:17]2[CH:22]=[CH:21][C:20]([O:23][C:24]([F:27])([F:26])[F:25])=[CH:19][CH:18]=2)=[O:15])[N:13]=1.[F:36][C:37]([F:45])([F:44])[CH2:38][CH2:39][S:40](Cl)(=[O:42])=[O:41], predict the reaction product. The product is: [F:36][C:37]([F:45])([F:44])[CH2:38][CH2:39][S:40]([O:35][C:32]1[CH:31]=[CH:30][C:29]([N:10]2[C:11]([CH3:28])=[C:12]([C:14]([NH:16][C:17]3[CH:22]=[CH:21][C:20]([O:23][C:24]([F:27])([F:26])[F:25])=[CH:19][CH:18]=3)=[O:15])[N:13]=[C:9]2[C:3]2[CH:4]=[CH:5][C:6]([Cl:8])=[CH:7][C:2]=2[Cl:1])=[CH:34][CH:33]=1)(=[O:42])=[O:41]. (3) Given the reactants [H-].[Na+].[OH:3][C:4]1[CH:13]=[CH:12][C:7]([C:8]([O:10][CH3:11])=[O:9])=[CH:6][N:5]=1.[CH:14](Br)([C:21]1[CH:26]=[CH:25][CH:24]=[CH:23][CH:22]=1)[C:15]1[CH:20]=[CH:19][CH:18]=[CH:17][CH:16]=1, predict the reaction product. The product is: [C:15]1([CH:14]([C:21]2[CH:22]=[CH:23][CH:24]=[CH:25][CH:26]=2)[N:5]2[C:4](=[O:3])[CH:13]=[CH:12][C:7]([C:8]([O:10][CH3:11])=[O:9])=[CH:6]2)[CH:20]=[CH:19][CH:18]=[CH:17][CH:16]=1. (4) Given the reactants C([O:8][N:9]([CH2:12][C@@H:13]([CH2:17][CH2:18][CH3:19])[C:14](O)=[O:15])[CH:10]=[O:11])C1C=CC=CC=1.[NH:20]1[CH2:24][CH2:23][CH2:22][C@H:21]1[C:25]1[O:26][C:27]2[CH:33]=[CH:32][CH:31]=[CH:30][C:28]=2[N:29]=1, predict the reaction product. The product is: [O:26]1[C:27]2[CH:33]=[CH:32][CH:31]=[CH:30][C:28]=2[N:29]=[C:25]1[C@@H:21]1[CH2:22][CH2:23][CH2:24][N:20]1[C:14]([C@H:13]([CH2:17][CH2:18][CH3:19])[CH2:12][N:9]([OH:8])[CH:10]=[O:11])=[O:15].